Dataset: Full USPTO retrosynthesis dataset with 1.9M reactions from patents (1976-2016). Task: Predict the reactants needed to synthesize the given product. (1) The reactants are: [CH3:1][C:2]1[NH:3][C:4]2[C:9]([C:10]=1[CH3:11])=[CH:8][C:7]([O:12][C:13]1[C:22]3[C:17](=[CH:18][C:19]([OH:25])=[C:20]([O:23][CH3:24])[CH:21]=3)[N:16]=[CH:15][N:14]=1)=[CH:6][CH:5]=2.[N:26]1[CH:31]=[CH:30][C:29]([O:32][CH2:33][CH2:34]O)=[CH:28][CH:27]=1. Given the product [CH3:1][C:2]1[NH:3][C:4]2[C:9]([C:10]=1[CH3:11])=[CH:8][C:7]([O:12][C:13]1[C:22]3[C:17](=[CH:18][C:19]([O:25][CH2:34][CH2:33][O:32][C:29]4[CH:30]=[CH:31][N:26]=[CH:27][CH:28]=4)=[C:20]([O:23][CH3:24])[CH:21]=3)[N:16]=[CH:15][N:14]=1)=[CH:6][CH:5]=2, predict the reactants needed to synthesize it. (2) Given the product [Cl:17][C:18]1[N:19]=[CH:20][N:21]=[C:22]([O:3][CH:4]2[CH2:5][CH2:6][N:7]([C:10]([O:12][C:13]([CH3:16])([CH3:15])[CH3:14])=[O:11])[CH2:8][CH2:9]2)[CH:23]=1, predict the reactants needed to synthesize it. The reactants are: [H-].[Na+].[OH:3][CH:4]1[CH2:9][CH2:8][N:7]([C:10]([O:12][C:13]([CH3:16])([CH3:15])[CH3:14])=[O:11])[CH2:6][CH2:5]1.[Cl:17][C:18]1[CH:23]=[C:22](Cl)[N:21]=[CH:20][N:19]=1. (3) Given the product [NH:49]1[CH2:52][CH:51]([C:53]([N:22]2[CH2:21][CH2:20][CH:19]([N:14]3[CH2:13][C:12]4[C:16](=[CH:17][C:9]([NH:8][C:5]5[N:4]=[C:3]([NH:29][C:30]6[CH:35]=[CH:34][CH:33]=[CH:32][C:31]=6[S:36]([CH:39]([CH3:41])[CH3:40])(=[O:38])=[O:37])[C:2]([Cl:1])=[CH:7][N:6]=5)=[C:10]([O:25][CH:26]([CH3:28])[CH3:27])[CH:11]=4)[C:15]3=[O:18])[CH2:24][CH2:23]2)=[O:54])[CH2:50]1, predict the reactants needed to synthesize it. The reactants are: [Cl:1][C:2]1[C:3]([NH:29][C:30]2[CH:35]=[CH:34][CH:33]=[CH:32][C:31]=2[S:36]([CH:39]([CH3:41])[CH3:40])(=[O:38])=[O:37])=[N:4][C:5]([NH:8][C:9]2[CH:17]=[C:16]3[C:12]([CH2:13][N:14]([CH:19]4[CH2:24][CH2:23][NH:22][CH2:21][CH2:20]4)[C:15]3=[O:18])=[CH:11][C:10]=2[O:25][CH:26]([CH3:28])[CH3:27])=[N:6][CH:7]=1.C(OC([N:49]1[CH2:52][CH:51]([C:53](O)=[O:54])[CH2:50]1)=O)(C)(C)C.CN(C(ON1N=NC2C=CC=NC1=2)=[N+](C)C)C.F[P-](F)(F)(F)(F)F.CCN(C(C)C)C(C)C. (4) Given the product [NH2:7][CH:8]([CH2:12][CH2:13][C:14]1[CH:15]=[CH:16][CH:17]=[CH:18][CH:19]=1)[C@H:9]([OH:11])[CH3:10], predict the reactants needed to synthesize it. The reactants are: C(OC(=O)[NH:7][C@H:8]([CH2:12][CH2:13][C:14]1[CH:19]=[CH:18][CH:17]=[CH:16][CH:15]=1)[CH:9]([OH:11])[CH3:10])(C)(C)C. (5) Given the product [Br:1][C:2]1[C:3]([NH:10][CH2:11][C:12]2([NH:17][C:18](=[O:24])[O:19][C:20]([CH3:22])([CH3:21])[CH3:23])[CH2:16][CH2:15][CH2:14][CH2:13]2)=[N:4][C:5]([Cl:8])=[N:6][CH:7]=1, predict the reactants needed to synthesize it. The reactants are: [Br:1][C:2]1[C:3](Cl)=[N:4][C:5]([Cl:8])=[N:6][CH:7]=1.[NH2:10][CH2:11][C:12]1([NH:17][C:18](=[O:24])[O:19][C:20]([CH3:23])([CH3:22])[CH3:21])[CH2:16][CH2:15][CH2:14][CH2:13]1.BrC1C(NCCNC(=O)OC(C)(C)C)=NC(Cl)=NC=1.